This data is from Forward reaction prediction with 1.9M reactions from USPTO patents (1976-2016). The task is: Predict the product of the given reaction. (1) Given the reactants Br.Br[CH:3]1[C:8]([C:9]2[C:14]([O:15][CH3:16])=[CH:13][C:12]([O:17][CH3:18])=[CH:11][C:10]=2[O:19][CH3:20])=[CH:7][CH2:6][N:5]([CH3:21])[CH2:4]1.C([O:26]C)(C)(C)C.ClCCl, predict the reaction product. The product is: [OH:26][CH:3]1[C:8]([C:9]2[C:14]([O:15][CH3:16])=[CH:13][C:12]([O:17][CH3:18])=[CH:11][C:10]=2[O:19][CH3:20])=[CH:7][CH2:6][N:5]([CH3:21])[CH2:4]1. (2) The product is: [CH2:10]([O:12][C:13](=[O:23])[CH2:14][C:15]1[CH:20]=[CH:19][CH:18]=[C:17]([CH2:21][NH:7][CH2:6][C:5]2[CH:8]=[CH:9][C:2]([CH3:1])=[CH:3][CH:4]=2)[CH:16]=1)[CH3:11]. Given the reactants [CH3:1][C:2]1[CH:9]=[CH:8][C:5]([CH2:6][NH2:7])=[CH:4][CH:3]=1.[CH2:10]([O:12][C:13](=[O:23])[CH2:14][C:15]1[CH:20]=[CH:19][CH:18]=[C:17]([CH:21]=O)[CH:16]=1)[CH3:11].[BH4-].[Na+].C([O-])(O)=O.[Na+], predict the reaction product. (3) Given the reactants CC([N:5]([C@@H:9]([CH2:13][C:14]1[CH:19]=[CH:18][C:17]([Br:20])=[CH:16][CH:15]=1)[CH2:10][CH2:11][OH:12])C(=O)[O-])(C)C.[ClH:21].O1CCOCC1, predict the reaction product. The product is: [ClH:21].[NH2:5][C@@H:9]([CH2:13][C:14]1[CH:15]=[CH:16][C:17]([Br:20])=[CH:18][CH:19]=1)[CH2:10][CH2:11][OH:12]. (4) Given the reactants [CH:1]([CH:4]1[C:9](=[O:10])[NH:8][C:7]2[CH:11]=[C:12]([CH2:36][NH:37]C(=O)OC(C)(C)C)[CH:13]=[C:14]([C:15]3[C:16]4[CH:25]=[CH:24][N:23]([S:26]([C:29]5[CH:34]=[CH:33][C:32]([CH3:35])=[CH:31][CH:30]=5)(=[O:28])=[O:27])[C:17]=4[C:18](=[O:22])[N:19]([CH3:21])[CH:20]=3)[C:6]=2[O:5]1)([CH3:3])[CH3:2].[ClH:45], predict the reaction product. The product is: [ClH:45].[NH2:37][CH2:36][C:12]1[CH:13]=[C:14]([C:15]2[C:16]3[CH:25]=[CH:24][N:23]([S:26]([C:29]4[CH:30]=[CH:31][C:32]([CH3:35])=[CH:33][CH:34]=4)(=[O:27])=[O:28])[C:17]=3[C:18](=[O:22])[N:19]([CH3:21])[CH:20]=2)[C:6]2[O:5][CH:4]([CH:1]([CH3:3])[CH3:2])[C:9](=[O:10])[NH:8][C:7]=2[CH:11]=1. (5) Given the reactants [S:1]1[CH:5]=[C:4]([C:6]2[N:7]=[CH:8][N:9]([CH2:11][C:12]#[N:13])[CH:10]=2)[N:3]=[CH:2]1.CO[CH:16](OC)[N:17]([CH3:19])[CH3:18], predict the reaction product. The product is: [CH3:18][N:17]([CH3:19])/[CH:16]=[C:11](/[N:9]1[CH:10]=[C:6]([C:4]2[N:3]=[CH:2][S:1][CH:5]=2)[N:7]=[CH:8]1)\[C:12]#[N:13]. (6) Given the reactants [H-].[Na+].[C:3]1([C:9]([C:11]2[CH:16]=[CH:15][C:14]([C:17]#[C:18][C:19]3[CH:24]=[CH:23][CH:22]=[CH:21][CH:20]=3)=[CH:13][CH:12]=2)=O)[CH:8]=[CH:7][CH:6]=[CH:5][CH:4]=1.[C:33]([OH:35])(=[O:34])[CH2:32][C:32]([CH2:32][C:33]([OH:35])=[O:34])([C:33]([OH:35])=[O:34])O.[CH3:38][CH2:39]OCC, predict the reaction product. The product is: [C:3]1(/[C:9](/[C:11]2[CH:16]=[CH:15][C:14]([C:17]#[C:18][C:19]3[CH:24]=[CH:23][CH:22]=[CH:21][CH:20]=3)=[CH:13][CH:12]=2)=[CH:32]\[C:33]([O:35][CH2:38][CH3:39])=[O:34])[CH:8]=[CH:7][CH:6]=[CH:5][CH:4]=1. (7) Given the reactants [Cl:1][C:2]1[CH:3]=[C:4]([NH:22]C(=O)C)[CH:5]=[N:6][C:7]=1[S:8](=[O:21])(=[O:20])[NH:9][C:10]1[CH:19]=[CH:18][C:13]2[CH2:14][O:15][B:16]([OH:17])[C:12]=2[CH:11]=1, predict the reaction product. The product is: [NH2:22][C:4]1[CH:3]=[C:2]([Cl:1])[C:7]([S:8]([NH:9][C:10]2[CH:19]=[CH:18][C:13]3[CH2:14][O:15][B:16]([OH:17])[C:12]=3[CH:11]=2)(=[O:20])=[O:21])=[N:6][CH:5]=1.